Dataset: Full USPTO retrosynthesis dataset with 1.9M reactions from patents (1976-2016). Task: Predict the reactants needed to synthesize the given product. (1) The reactants are: [CH:1]12[CH2:7][CH:4]([CH:5]=[CH:6]1)[CH2:3][CH:2]2[C:8]([O:10][C:11]([CH3:14])([CH3:13])[CH3:12])=[O:9].[CH:15]12[CH2:21][CH:18]([CH:19]=[CH:20]1)[CH2:17][CH:16]2[C:22]([O:24][CH2:25][CH2:26][OH:27])=[O:23].[CH:28]12[CH2:34][CH:31]([CH:32]=[CH:33]1)[CH2:30][CH:29]2[C:35]([OH:37])=[O:36].[C:38]1(=[O:44])[O:43][C:41](=[O:42])[CH:40]=[CH:39]1.N(C(C)(C)C#N)=NC(C)(C)C#N. Given the product [CH:1]12[CH2:7][CH:4]([CH:5]=[CH:6]1)[CH2:3][CH:2]2[C:8]([O:10][C:11]([CH3:14])([CH3:13])[CH3:12])=[O:9].[CH:15]12[CH2:21][CH:18]([CH:19]=[CH:20]1)[CH2:17][CH:16]2[C:22]([O:24][CH2:25][CH2:26][OH:27])=[O:23].[CH:28]12[CH2:34][CH:31]([CH:32]=[CH:33]1)[CH2:30][CH:29]2[C:35]([OH:37])=[O:36].[C:41]1(=[O:42])[O:43][C:38](=[O:44])[CH:39]=[CH:40]1, predict the reactants needed to synthesize it. (2) Given the product [N+:1]([C:4]1[CH:5]=[C:6]([CH:18]=[CH:19][CH:20]=1)[O:7][CH2:8][CH2:9][S:10][C:11]1[CH:12]=[C:13]([NH:14][C:26](=[O:27])[O:25][C:21]([CH3:24])([CH3:23])[CH3:22])[CH:15]=[CH:16][CH:17]=1)([O-:3])=[O:2], predict the reactants needed to synthesize it. The reactants are: [N+:1]([C:4]1[CH:5]=[C:6]([CH:18]=[CH:19][CH:20]=1)[O:7][CH2:8][CH2:9][S:10][C:11]1[CH:12]=[C:13]([CH:15]=[CH:16][CH:17]=1)[NH2:14])([O-:3])=[O:2].[C:21]([O:25][C:26](O[C:26]([O:25][C:21]([CH3:24])([CH3:23])[CH3:22])=[O:27])=[O:27])([CH3:24])([CH3:23])[CH3:22]. (3) Given the product [N:9]1[CH:10]=[CH:11][CH:12]=[CH:13][C:8]=1[N:1]1[CH2:5][CH2:4][NH:3][C:2]1=[O:6], predict the reactants needed to synthesize it. The reactants are: [NH:1]1[CH2:5][CH2:4][NH:3][C:2]1=[O:6].Br[C:8]1[CH:13]=[CH:12][CH:11]=[CH:10][N:9]=1.CC([O-])=O.[K+]. (4) The reactants are: [Br:1][C:2]1[CH:7]=[CH:6][C:5]([CH2:8][CH2:9][OH:10])=[CH:4][CH:3]=1.[CH3:11][S:12](Cl)(=[O:14])=[O:13].O. Given the product [CH3:11][S:12]([O:10][CH2:9][CH2:8][C:5]1[CH:6]=[CH:7][C:2]([Br:1])=[CH:3][CH:4]=1)(=[O:14])=[O:13], predict the reactants needed to synthesize it. (5) Given the product [C:39]1([C:27]2[C:28]([C:31]3[CH:32]=[CH:33][C:34]([CH2:35][N:3]4[CH2:8][CH2:7][CH:6]([C:9]5[N:13]=[C:12]([C:14]6[CH:19]=[CH:18][CH:17]=[CH:16][N:15]=6)[NH:11][N:10]=5)[CH2:5][CH2:4]4)=[CH:37][CH:38]=3)=[N:29][C:30]3[C:21](=[O:20])[NH:22][CH:23]=[CH:24][C:25]=3[CH:26]=2)[CH:44]=[CH:43][CH:42]=[CH:41][CH:40]=1, predict the reactants needed to synthesize it. The reactants are: Cl.Cl.[NH:3]1[CH2:8][CH2:7][CH:6]([C:9]2[N:13]=[C:12]([C:14]3[CH:19]=[CH:18][CH:17]=[CH:16][N:15]=3)[NH:11][N:10]=2)[CH2:5][CH2:4]1.[O:20]=[C:21]1[C:30]2[N:29]=[C:28]([C:31]3[CH:38]=[CH:37][C:34]([CH:35]=O)=[CH:33][CH:32]=3)[C:27]([C:39]3[CH:44]=[CH:43][CH:42]=[CH:41][CH:40]=3)=[CH:26][C:25]=2[CH:24]=[CH:23][NH:22]1.C(N(CC)CC)C.C(O)(=O)C.C(O[BH-](OC(=O)C)OC(=O)C)(=O)C.[Na+]. (6) Given the product [CH:13]1([CH:2]([NH:19][C:20]2[CH:21]=[CH:22][C:23]([C:26]([NH:28][CH2:29][CH2:30][C:31]([OH:33])=[O:32])=[O:27])=[CH:24][CH:25]=2)[C:3]2[O:4][C:5]3[CH:12]=[CH:11][CH:10]=[CH:9][C:6]=3[C:7]=2[CH3:8])[CH2:18][CH2:17][CH2:16][CH2:15][CH2:14]1, predict the reactants needed to synthesize it. The reactants are: Cl[CH:2]([CH:13]1[CH2:18][CH2:17][CH2:16][CH2:15][CH2:14]1)[C:3]1[O:4][C:5]2[CH:12]=[CH:11][CH:10]=[CH:9][C:6]=2[C:7]=1[CH3:8].[NH2:19][C:20]1[CH:25]=[CH:24][C:23]([C:26]([NH:28][CH2:29][CH2:30][C:31]([O:33]CC)=[O:32])=[O:27])=[CH:22][CH:21]=1. (7) Given the product [CH3:18][O:6][CH2:5][C:4]([C:8]1[CH:13]=[CH:12][C:11]([N+:14]([O-:16])=[O:15])=[CH:10][CH:9]=1)([CH3:3])[CH3:7], predict the reactants needed to synthesize it. The reactants are: [H-].[Na+].[CH3:3][C:4]([C:8]1[CH:13]=[CH:12][C:11]([N+:14]([O-:16])=[O:15])=[CH:10][CH:9]=1)([CH3:7])[CH2:5][OH:6].I[CH3:18]. (8) The reactants are: Cl[C:2]1[N:7]=[CH:6][C:5]([CH2:8][N:9]2[CH2:13][CH:12]([CH2:14][CH2:15][CH3:16])[CH2:11][C:10]2=[O:17])=[CH:4][CH:3]=1.[CH2:18]([NH2:25])[C:19]1[CH:24]=[CH:23][CH:22]=[CH:21][CH:20]=1.C(=O)([O-])[O-].[K+].[K+].C1C=CC(P(C2C(C3C(P(C4C=CC=CC=4)C4C=CC=CC=4)=CC=C4C=3C=CC=C4)=C3C(C=CC=C3)=CC=2)C2C=CC=CC=2)=CC=1. Given the product [CH2:18]([NH:25][C:2]1[N:7]=[CH:6][C:5]([CH2:8][N:9]2[CH2:13][CH:12]([CH2:14][CH2:15][CH3:16])[CH2:11][C:10]2=[O:17])=[CH:4][CH:3]=1)[C:19]1[CH:24]=[CH:23][CH:22]=[CH:21][CH:20]=1, predict the reactants needed to synthesize it.